From a dataset of Forward reaction prediction with 1.9M reactions from USPTO patents (1976-2016). Predict the product of the given reaction. (1) Given the reactants [CH3:1][C:2]1([CH3:18])[C:6]([CH3:8])([CH3:7])[O:5][B:4]([C:9]2[CH:14]=[CH:13][C:12]([CH2:15][C:16]#[N:17])=[CH:11][CH:10]=2)[O:3]1.[CH2:19](Br)[CH3:20], predict the reaction product. The product is: [CH3:8][C:6]1([CH3:7])[C:2]([CH3:18])([CH3:1])[O:3][B:4]([C:9]2[CH:14]=[CH:13][C:12]([CH:15]([CH2:19][CH3:20])[C:16]#[N:17])=[CH:11][CH:10]=2)[O:5]1. (2) Given the reactants [N+:1]([C:4]1[CH:5]=[C:6]2[C:10](=[CH:11][CH:12]=1)[CH2:9][C:8](=[O:13])[CH2:7]2)([O-:3])=[O:2].[BH4-].[Na+].O, predict the reaction product. The product is: [N+:1]([C:4]1[CH:5]=[C:6]2[C:10](=[CH:11][CH:12]=1)[CH2:9][CH:8]([OH:13])[CH2:7]2)([O-:3])=[O:2]. (3) Given the reactants [C:1]([O:5][CH2:6][CH3:7])(=[O:4])[CH:2]=[CH2:3].[Cl:8][C:9]1[CH:10]=[C:11]([C:19]2[O:23][N:22]=[C:21]([C:24]3[CH:29]=[N:28][CH:27]=[C:26]4[NH:30][CH:31]=[CH:32][C:25]=34)[N:20]=2)[CH:12]=[CH:13][C:14]=1[O:15][CH:16]([CH3:18])[CH3:17].N12CCCN=C1CCCCC2, predict the reaction product. The product is: [Cl:8][C:9]1[CH:10]=[C:11]([C:19]2[O:23][N:22]=[C:21]([C:24]3[CH:29]=[N:28][CH:27]=[C:26]4[N:30]([CH2:3][CH2:2][C:1]([O:5][CH2:6][CH3:7])=[O:4])[CH:31]=[CH:32][C:25]=34)[N:20]=2)[CH:12]=[CH:13][C:14]=1[O:15][CH:16]([CH3:18])[CH3:17]. (4) Given the reactants C(OC(=O)[NH:7][CH:8]1[CH2:13][CH2:12][N:11]([CH2:14][CH2:15][N:16]2[C:21]3[CH:22]=[C:23]([CH3:26])[CH:24]=[CH:25][C:20]=3[O:19][CH2:18][C:17]2=[O:27])[CH2:10][CH2:9]1)(C)(C)C.NC1CCN(CCN2C3C(=CC=C(C#N)C=3)C=CC2=O)CC1, predict the reaction product. The product is: [NH2:7][CH:8]1[CH2:13][CH2:12][N:11]([CH2:14][CH2:15][N:16]2[C:21]3[CH:22]=[C:23]([CH3:26])[CH:24]=[CH:25][C:20]=3[O:19][CH2:18][C:17]2=[O:27])[CH2:10][CH2:9]1. (5) Given the reactants [NH2:1][CH:2]1[C:10]2[C:5](=[CH:6][CH:7]=[CH:8][CH:9]=2)[CH2:4][CH2:3]1.[CH3:11][N:12]([CH3:26])[C:13]1([C:20]2[CH:25]=[CH:24][CH:23]=[CH:22][CH:21]=2)[CH2:18][CH2:17][C:16](=O)[CH2:15][CH2:14]1.C1COCC1.C(O)(=O)C, predict the reaction product. The product is: [CH:2]1([NH:1][CH:16]2[CH2:15][CH2:14][C:13]([C:20]3[CH:21]=[CH:22][CH:23]=[CH:24][CH:25]=3)([N:12]([CH3:26])[CH3:11])[CH2:18][CH2:17]2)[C:10]2[C:5](=[CH:6][CH:7]=[CH:8][CH:9]=2)[CH2:4][CH2:3]1.